Dataset: Forward reaction prediction with 1.9M reactions from USPTO patents (1976-2016). Task: Predict the product of the given reaction. (1) Given the reactants [C:1]([N:5]1[C:9](/[CH:10]=[CH:11]/[C:12]2[CH:17]=[CH:16][C:15]([O:18][CH3:19])=[CH:14][CH:13]=2)=[C:8]([C:20]([NH2:22])=[O:21])[CH:7]=[N:6]1)([CH3:4])([CH3:3])[CH3:2].[H][H], predict the reaction product. The product is: [C:1]([N:5]1[C:9]([CH2:10][CH2:11][C:12]2[CH:13]=[CH:14][C:15]([O:18][CH3:19])=[CH:16][CH:17]=2)=[C:8]([C:20]([NH2:22])=[O:21])[CH:7]=[N:6]1)([CH3:4])([CH3:2])[CH3:3]. (2) Given the reactants Br[C:2]1[CH:3]=[C:4]([C:13]2[O:17][N:16]=[C:15]([C:18]3[CH:26]=[CH:25][C:24]4[NH:23][C:22]5[CH:27]([CH2:30][C:31]([O:33][CH2:34][CH3:35])=[O:32])[CH2:28][CH2:29][C:21]=5[C:20]=4[CH:19]=3)[N:14]=2)[CH:5]=[C:6]([O:8][C:9]([F:12])([F:11])[F:10])[CH:7]=1.C([O-])([O-])=O.[Na+].[Na+].[N:42]1[CH:47]=[CH:46][CH:45]=[C:44](B(O)O)[CH:43]=1, predict the reaction product. The product is: [N:42]1[CH:47]=[CH:46][CH:45]=[C:44]([C:2]2[CH:3]=[C:4]([C:13]3[O:17][N:16]=[C:15]([C:18]4[CH:26]=[CH:25][C:24]5[NH:23][C:22]6[CH:27]([CH2:30][C:31]([O:33][CH2:34][CH3:35])=[O:32])[CH2:28][CH2:29][C:21]=6[C:20]=5[CH:19]=4)[N:14]=3)[CH:5]=[C:6]([O:8][C:9]([F:11])([F:12])[F:10])[CH:7]=2)[CH:43]=1. (3) Given the reactants [F:1][C:2]1[CH:25]=[CH:24][C:5]([CH2:6][N:7]2[C:11]3=[CH:12][N:13]=[C:14]([C:20]([O:22][CH3:23])=[O:21])[C:15]([C:16]#[C:17][CH2:18]O)=[C:10]3[CH:9]=[CH:8]2)=[CH:4][CH:3]=1.[C:26]([O:30][C:31]([O:33][NH:34][C:35](=[O:41])[O:36][C:37]([CH3:40])([CH3:39])[CH3:38])=[O:32])([CH3:29])([CH3:28])[CH3:27].CC(OC(/N=N/C(OC(C)C)=O)=O)C.C1(P(C2C=CC=CC=2)C2C=CC=CC=2)C=CC=CC=1, predict the reaction product. The product is: [C:37]([O:36][C:35]([N:34]([O:33][C:31]([O:30][C:26]([CH3:29])([CH3:28])[CH3:27])=[O:32])[CH2:18][C:17]#[C:16][C:15]1[C:14]([C:20]([O:22][CH3:23])=[O:21])=[N:13][CH:12]=[C:11]2[N:7]([CH2:6][C:5]3[CH:4]=[CH:3][C:2]([F:1])=[CH:25][CH:24]=3)[CH:8]=[CH:9][C:10]=12)=[O:41])([CH3:40])([CH3:39])[CH3:38]. (4) Given the reactants [Cl:1][C:2]1[CH:10]=[C:9]2[C:5]([C:6]([C:11]([O:13][CH3:14])=[O:12])=[CH:7][NH:8]2)=[CH:4][C:3]=1B1OCC(C)(C)CO1.Br[C:24]1[CH:25]=[C:26]([O:32][CH3:33])[C:27]([O:30][CH3:31])=[CH:28][CH:29]=1.C(=O)([O-])[O-].[K+].[K+].O, predict the reaction product. The product is: [Cl:1][C:2]1[CH:10]=[C:9]2[C:5]([C:6]([C:11]([O:13][CH3:14])=[O:12])=[CH:7][NH:8]2)=[CH:4][C:3]=1[C:24]1[CH:29]=[CH:28][C:27]([O:30][CH3:31])=[C:26]([O:32][CH3:33])[CH:25]=1. (5) Given the reactants [OH:1][C:2]1[CH:7]=[CH:6][C:5]([CH2:8][C:9]([NH:11][C:12]2[CH:17]=[CH:16][CH:15]=[C:14]([I:18])[CH:13]=2)=[O:10])=[CH:4][C:3]=1[O:19][CH3:20].[OH-:21].[K+].[OH-:23].C([N+:28]([CH2:37]CCC)([CH2:33][CH2:34]CC)CCCC)CCC, predict the reaction product. The product is: [C:5]([O:21][C:37]([NH:28][CH2:33][CH2:34][O:1][C:2]1[CH:7]=[CH:6][C:5]([CH2:8][C:9]([NH:11][C:12]2[CH:17]=[CH:16][CH:15]=[C:14]([I:18])[CH:13]=2)=[O:10])=[CH:4][C:3]=1[O:19][CH3:20])=[O:23])([CH3:8])([CH3:6])[CH3:4]. (6) The product is: [CH2:8]([C@H:11]1[CH2:16][CH2:15][C@H:14]([C:17]([Cl:22])=[O:19])[CH2:13][CH2:12]1)[CH2:9][CH3:10]. Given the reactants C1(C)C=CC=CC=1.[CH2:8]([C@H:11]1[CH2:16][CH2:15][C@H:14]([C:17]([OH:19])=O)[CH2:13][CH2:12]1)[CH2:9][CH3:10].S(Cl)([Cl:22])=O, predict the reaction product. (7) Given the reactants [C:1]([C:3]1[CH:4]=[CH:5][C:6]([NH:9][CH2:10][CH2:11][N:12]([CH2:22][CH:23]2[CH2:28][CH2:27][CH2:26][CH2:25][CH2:24]2)[S:13]([C:16]2[CH:21]=[CH:20][CH:19]=[CH:18][N:17]=2)(=[O:15])=[O:14])=[N:7][CH:8]=1)#[N:2].ClCC1NC=NC=1.Cl.NC1C=CC=CC=1.[H-].[Na+].Cl[CH2:47][C:48]1[N:52]([CH3:53])[CH:51]=[N:50][CH:49]=1, predict the reaction product. The product is: [NH2:9][CH2:10][CH2:11][N:12]([CH2:22][CH:23]1[CH2:28][CH2:27][CH2:26][CH2:25][CH2:24]1)[S:13]([C:16]1[CH:21]=[CH:20][CH:19]=[CH:18][N:17]=1)(=[O:15])=[O:14].[C:1]([C:3]1[CH:4]=[CH:5][C:6]([N:9]([CH2:47][C:48]2[N:52]([CH3:53])[CH:51]=[N:50][CH:49]=2)[CH2:10][CH2:11][N:12]([CH2:22][CH:23]2[CH2:28][CH2:27][CH2:26][CH2:25][CH2:24]2)[S:13]([C:16]2[CH:21]=[CH:20][CH:19]=[CH:18][N:17]=2)(=[O:15])=[O:14])=[N:7][CH:8]=1)#[N:2]. (8) Given the reactants [C-:1]#[N:2].[Na+].[I-].[Na+].[Cl:6][C:7]1[C:14]([O:15][CH3:16])=[CH:13][C:10]([CH2:11]Br)=[C:9]([F:17])[CH:8]=1, predict the reaction product. The product is: [Cl:6][C:7]1[C:14]([O:15][CH3:16])=[CH:13][C:10]([CH2:11][C:1]#[N:2])=[C:9]([F:17])[CH:8]=1.